This data is from Full USPTO retrosynthesis dataset with 1.9M reactions from patents (1976-2016). The task is: Predict the reactants needed to synthesize the given product. (1) Given the product [Cl:3][C:4]1[CH:9]=[CH:8][C:7]([C:10]2[S:11][C:12]([C:16]([CH2:18][NH:19][C@H:20]3[CH2:25][CH2:24][CH2:23][N:22]([C:26]4[CH:27]=[C:28]([CH:33]=[CH:34][CH:35]=4)[C:29]([OH:31])=[O:30])[CH2:21]3)=[O:17])=[C:13]([CH3:15])[N:14]=2)=[CH:6][CH:5]=1, predict the reactants needed to synthesize it. The reactants are: [OH-].[K+].[Cl:3][C:4]1[CH:9]=[CH:8][C:7]([C:10]2[S:11][C:12]([C:16]([CH2:18][NH:19][C@H:20]3[CH2:25][CH2:24][CH2:23][N:22]([C:26]4[CH:27]=[C:28]([CH:33]=[CH:34][CH:35]=4)[C:29]([O:31]C)=[O:30])[CH2:21]3)=[O:17])=[C:13]([CH3:15])[N:14]=2)=[CH:6][CH:5]=1. (2) Given the product [Cl:30][CH2:29][C@H:17]1[C:18]2[C:19]3[CH:20]=[CH:28][CH:3]=[CH:4][C:23]=3[C:24]([OH:27])=[CH:25][C:26]=2[NH:15][CH2:16]1, predict the reactants needed to synthesize it. The reactants are: Cl.N1C=CC=[CH:4][CH:3]=1.C(OC([N:15]1[C:26]2[C:18](=[C:19]3[C:23](=[C:24]([OH:27])[CH:25]=2)NC=[C:20]3[CH3:28])[C@H:17]([CH2:29][Cl:30])[CH2:16]1)=O)(C)(C)C.